Predict the reactants needed to synthesize the given product. From a dataset of Full USPTO retrosynthesis dataset with 1.9M reactions from patents (1976-2016). Given the product [O:5]([C:6]([N:8]1[CH2:15][CH2:14][CH:13]([C:16]2[CH:17]=[CH:18][CH:19]=[CH:20][CH:21]=2)[C@H:9]1[C:10]([N:37]1[CH2:38][CH2:39][CH2:40][C@H:36]1[C:35]([NH:34][CH2:33][C:32]1[CH:42]=[C:43]([Cl:46])[CH:44]=[CH:45][C:31]=1[CH2:30][NH:29][C:27]([O:26][C:22]([CH3:25])([CH3:23])[CH3:24])=[O:28])=[O:41])=[O:11])=[O:7])[C:1]([CH3:4])([CH3:2])[CH3:3], predict the reactants needed to synthesize it. The reactants are: [C:1]([O:5][C:6]([N:8]1[CH2:15][CH2:14][CH:13]([C:16]2[CH:21]=[CH:20][CH:19]=[CH:18][CH:17]=2)[CH:9]1[C:10](O)=[O:11])=[O:7])([CH3:4])([CH3:3])[CH3:2].[C:22]([O:26][C:27]([NH:29][CH2:30][C:31]1[CH:45]=[CH:44][C:43]([Cl:46])=[CH:42][C:32]=1[CH2:33][NH:34][C:35](=[O:41])[C@@H:36]1[CH2:40][CH2:39][CH2:38][NH:37]1)=[O:28])([CH3:25])([CH3:24])[CH3:23].